Dataset: Peptide-MHC class I binding affinity with 185,985 pairs from IEDB/IMGT. Task: Regression. Given a peptide amino acid sequence and an MHC pseudo amino acid sequence, predict their binding affinity value. This is MHC class I binding data. (1) The MHC is HLA-B35:01 with pseudo-sequence HLA-B35:01. The binding affinity (normalized) is 0.00891. The peptide sequence is FSQHNYRQGY. (2) The peptide sequence is TIMAAILAY. The MHC is HLA-A30:02 with pseudo-sequence HLA-A30:02. The binding affinity (normalized) is 0.560. (3) The peptide sequence is LSTAIELGAW. The MHC is H-2-Kb with pseudo-sequence H-2-Kb. The binding affinity (normalized) is 0. (4) The peptide sequence is TTHSKGATK. The MHC is HLA-A31:01 with pseudo-sequence HLA-A31:01. The binding affinity (normalized) is 0.435. (5) The peptide sequence is ITDYIVGYY. The MHC is HLA-A03:01 with pseudo-sequence HLA-A03:01. The binding affinity (normalized) is 0.0847. (6) The peptide sequence is VDLCNGDPI. The MHC is H-2-Db with pseudo-sequence H-2-Db. The binding affinity (normalized) is 0.581. (7) The peptide sequence is LLNMRDLIVT. The MHC is HLA-A02:06 with pseudo-sequence HLA-A02:06. The binding affinity (normalized) is 0.394.